This data is from Experimentally validated miRNA-target interactions with 360,000+ pairs, plus equal number of negative samples. The task is: Binary Classification. Given a miRNA mature sequence and a target amino acid sequence, predict their likelihood of interaction. (1) The miRNA is mmu-miR-5123 with sequence UGUAGAUCCAUAUGCCAUGGUGUG. The protein sequence of the target gene is MAAGAAEAAVAAVEEVGSAGQFEELLRLKAKSLLVVHFWAPWAPQCAQMNEVMAELAKELPQVSFVKLEAEGVPEVSEKYEISSVPTFLFFKNSQKIDRLDGAHAPELTKKVQRHASSGSFLPSANEHLKEDLNLRLKKLTHAAPCMLFMKGTPQEPRCGFSKQMVEILHKHNIQFSSFDIFSDEEVRQGLKAYSSWPTYPQLYVSGELIGGLDIIKELEASEELDTICPKAPKLEERLKVLTNKASVMLFMKGNKQEAKCGFSKQILEILNSTGVEYETFDILEDEEVRQGLKAYSNWP.... Result: 0 (no interaction). (2) Result: 0 (no interaction). The miRNA is hsa-miR-4800-5p with sequence AGUGGACCGAGGAAGGAAGGA. The protein sequence of the target gene is MSGNFFIFLLLLVTPGEAKKSFLSFLNIQNTEMLSFTRTEENIVVRSSYKDKQPHSSYLLVKLEDPKVLQVVNVTKTSLAVTDFTVNLKTFPGETNVTLQLWESEGRQTTLIDELKNVRVRVFRQTDDSLLQAPIHVDSSIFLLVLSMILLNKCAFGCKIEFQVLQTVWKRPLPILLGVVIQFFLMPFCGFLLSQILGLPKAQAFGFVMTCTCPGGGGGYLFALLLEGDVTLAILMTCTSTSLALIMMPVNSYFYSRLLGLAGAFHVPVLKIVSTLLFILMPMSTGVIIKHKMPAKAICL.... (3) The miRNA is mmu-miR-129-5p with sequence CUUUUUGCGGUCUGGGCUUGC. The protein sequence of the target gene is MEAFPWAPRSPRRARAPAPMALVPSARYVSASGPVHPQPFSSWNDYLGLATLITRASDRGSPHEGPGPTAAGPTMGPPEDDEDDDGEEPEAGGRYLGGALELRALELCAGPAEPGLLEERFAELNPFAGRAAAVLLGCAPTASTTAAAASTAEVTPREEPSPAWAAEPRLHAASGATAARLLKPELQVCVFCRNNKEAVALYTTHILKGPDGRVLCPVLRRYTCPLCGASGDNAHTIKYCPLSKVPPPTVRPPPRSNRDSLPSKKLR. Result: 1 (interaction). (4) The miRNA is hsa-miR-1909-3p with sequence CGCAGGGGCCGGGUGCUCACCG. The protein sequence of the target gene is MELQTLQEALKVEIQVHQKLVAQMKQDPQNADLKKQLHELQAKITALSEKQKRVVEQLRKNLIVKQEQPDKFQIQPLPQSENKLQTAQQQPLQQLQQQQQYHHHHAQQSAAASPNLTASQKTVTTASMITTKTLPLVLKAATATMPASVVGQRPTIAMVTAINSQKAVLSTDVQNTPVNLQTSSKVTGPGAEAVQIVAKNTVTLVQATPPQPIKVPQFIPPPRLTPRPNFLPQVRPKPVAQNNIPIAPAPPPMLAAPQLIQRPVMLTKFTPTTLPTSQNSIHPVRVVNGQTATIAKTFPM.... Result: 1 (interaction).